From a dataset of Full USPTO retrosynthesis dataset with 1.9M reactions from patents (1976-2016). Predict the reactants needed to synthesize the given product. (1) Given the product [CH3:27][CH:28]([CH3:31])[CH2:29][NH:30][CH2:12][CH:13]1[O:18][C:17]2[CH:19]=[C:20]([S:23]([CH3:26])(=[O:24])=[O:25])[CH:21]=[CH:22][C:16]=2[O:15][CH2:14]1, predict the reactants needed to synthesize it. The reactants are: CC1C=CC(S(O[CH2:12][CH:13]2[O:18][C:17]3[CH:19]=[C:20]([S:23]([CH3:26])(=[O:25])=[O:24])[CH:21]=[CH:22][C:16]=3[O:15][CH2:14]2)(=O)=O)=CC=1.[CH3:27][CH:28]([CH3:31])[CH2:29][NH2:30]. (2) Given the product [N:35]1[CH:36]=[CH:37][C:32]([CH2:31][NH:30][C:22](=[O:23])[C:21]2[CH:25]=[CH:26][CH:27]=[C:19]([C:10]3[C:11]4[C:6](=[CH:5][C:4]([O:3][CH3:2])=[C:13]5[O:14][C:15]([CH3:17])([CH3:18])[CH2:16][C:12]5=4)[CH2:7][C:8]([CH3:28])([CH3:29])[N:9]=3)[CH:20]=2)=[CH:33][CH:34]=1, predict the reactants needed to synthesize it. The reactants are: Cl.[CH3:2][O:3][C:4]1[CH:5]=[C:6]2[C:11](=[C:12]3[CH2:16][C:15]([CH3:18])([CH3:17])[O:14][C:13]=13)[C:10]([C:19]1[CH:20]=[C:21]([CH:25]=[CH:26][CH:27]=1)[C:22](Cl)=[O:23])=[N:9][C:8]([CH3:29])([CH3:28])[CH2:7]2.[NH2:30][CH2:31][C:32]1[CH:37]=[CH:36][N:35]=[CH:34][CH:33]=1.C(N(CC)CC)C.C(=O)([O-])O.[Na+]. (3) Given the product [F:14][C:13]([F:16])([F:15])[C:11]1[CH:10]=[CH:9][N:8]=[C:7]([O:6][C:5]2[CH:17]=[CH:18][C:2]([C:30]#[C:29][CH2:28][CH:27]([OH:31])[CH3:26])=[CH:3][CH:4]=2)[CH:12]=1, predict the reactants needed to synthesize it. The reactants are: I[C:2]1[CH:18]=[CH:17][C:5]([O:6][C:7]2[CH:12]=[C:11]([C:13]([F:16])([F:15])[F:14])[CH:10]=[CH:9][N:8]=2)=[CH:4][CH:3]=1.C(N(CC)CC)C.[CH3:26][CH:27]([OH:31])[CH2:28][C:29]#[CH:30]. (4) Given the product [Br:1][CH:2]([Br:28])[C:3]1[CH:8]=[CH:7][C:6]([C:9]2[CH:10]=[CH:11][CH:12]=[CH:13][CH:14]=2)=[CH:5][CH:4]=1, predict the reactants needed to synthesize it. The reactants are: [Br:1][CH2:2][C:3]1[CH:8]=[CH:7][C:6]([C:9]2[CH:14]=[CH:13][CH:12]=[CH:11][CH:10]=2)=[CH:5][CH:4]=1.C1(C2C=CC(C)=CC=2)C=CC=CC=1.[Br:28]N1C(=O)CCC1=O.C(OOC(=O)C1C=CC=CC=1)(=O)C1C=CC=CC=1. (5) Given the product [CH2:1]([C@@H:8]1[CH2:12][O:11][C:10](=[O:13])[N:9]1[C:14]([C@H:15]1[C@H:16]([C:17]2[CH:22]=[CH:21][C:20]([F:23])=[CH:19][N:18]=2)[CH2:29][N:28]([CH2:34][C:35]2[CH:40]=[CH:39][CH:38]=[CH:37][CH:36]=2)[CH2:27]1)=[O:24])[C:2]1[CH:7]=[CH:6][CH:5]=[CH:4][CH:3]=1.[CH2:1]([C@@H:8]1[CH2:12][O:11][C:10](=[O:13])[N:9]1[C:14]([C@@H:15]1[C@@H:16]([C:17]2[CH:22]=[CH:21][C:20]([F:23])=[CH:19][N:18]=2)[CH2:29][N:28]([CH2:34][C:35]2[CH:40]=[CH:39][CH:38]=[CH:37][CH:36]=2)[CH2:27]1)=[O:24])[C:2]1[CH:7]=[CH:6][CH:5]=[CH:4][CH:3]=1, predict the reactants needed to synthesize it. The reactants are: [CH2:1]([C@@H:8]1[CH2:12][O:11][C:10](=[O:13])[N:9]1[C:14](=[O:24])/[CH:15]=[CH:16]/[C:17]1[CH:22]=[CH:21][C:20]([F:23])=[CH:19][N:18]=1)[C:2]1[CH:7]=[CH:6][CH:5]=[CH:4][CH:3]=1.CO[CH2:27][N:28]([CH2:34][C:35]1[CH:40]=[CH:39][CH:38]=[CH:37][CH:36]=1)[CH2:29][Si](C)(C)C.FC(F)(F)C(O)=O.